Dataset: Forward reaction prediction with 1.9M reactions from USPTO patents (1976-2016). Task: Predict the product of the given reaction. (1) Given the reactants [NH2:1]/[C:2](=[N:4]\[O:5][C:6]([C:8]1[CH:9]=[C:10]([CH:15]=[CH:16][N:17]=1)[C:11]([O:13][CH3:14])=[O:12])=O)/[CH3:3], predict the reaction product. The product is: [CH3:3][C:2]1[N:1]=[C:6]([C:8]2[CH:9]=[C:10]([CH:15]=[CH:16][N:17]=2)[C:11]([O:13][CH3:14])=[O:12])[O:5][N:4]=1. (2) Given the reactants Cl[C:2]1[N:7]=[N:6][C:5]([C:8]([N:10]2[CH2:15][CH2:14][N:13]([C:16]3[C:21]([CH3:22])=[CH:20][C:19]([CH:23]4[CH2:25][CH2:24]4)=[CH:18][N:17]=3)[CH2:12][CH2:11]2)=[O:9])=[CH:4][CH:3]=1.[CH2:26]([C@@H:28]1[CH2:32][O:31][C:30](=[O:33])[NH:29]1)[CH3:27], predict the reaction product. The product is: [CH:23]1([C:19]2[CH:20]=[C:21]([CH3:22])[C:16]([N:13]3[CH2:14][CH2:15][N:10]([C:8]([C:5]4[N:6]=[N:7][C:2]([N:29]5[C@H:28]([CH2:26][CH3:27])[CH2:32][O:31][C:30]5=[O:33])=[CH:3][CH:4]=4)=[O:9])[CH2:11][CH2:12]3)=[N:17][CH:18]=2)[CH2:25][CH2:24]1. (3) Given the reactants [Cl:1][C:2]1[CH:7]=[CH:6][C:5]([NH:8][C:9](=[O:29])[NH:10][C:11]2[CH:16]=[CH:15][C:14]([N:17]3[CH:25]=[N:24][C:23]4[C:18]3=[N:19][CH:20]=[N:21][C:22]=4[C:26](O)=[O:27])=[CH:13][CH:12]=2)=[CH:4][C:3]=1[C:30]([F:33])([F:32])[F:31].CN.[CH3:36][N:37](C(ON1N=NC2C=CC=NC1=2)=[N+](C)C)C.F[P-](F)(F)(F)(F)F.C1C=NC2N(O)N=NC=2C=1, predict the reaction product. The product is: [CH3:36][NH:37][C:26]([C:22]1[N:21]=[CH:20][N:19]=[C:18]2[C:23]=1[N:24]=[CH:25][N:17]2[C:14]1[CH:13]=[CH:12][C:11]([NH:10][C:9]([NH:8][C:5]2[CH:6]=[CH:7][C:2]([Cl:1])=[C:3]([C:30]([F:32])([F:31])[F:33])[CH:4]=2)=[O:29])=[CH:16][CH:15]=1)=[O:27]. (4) Given the reactants [Cl:1][C:2]1[CH:7]=[CH:6][C:5]([C:8]2[C:9]3[N:22]=[C:21]([NH:23][CH3:24])[CH:20]=[CH:19][C:10]=3[C:11]3[C:17]([CH3:18])=[N:16][O:15][C:12]=3[CH2:13][N:14]=2)=[CH:4][CH:3]=1.N1C[CH2:28][CH2:27][CH2:26]1, predict the reaction product. The product is: [Cl:1][C:2]1[CH:7]=[CH:6][C:5]([C:8]2[C:9]3[N:22]=[C:21]([N:23]4[CH2:28][CH2:27][CH2:26][CH2:24]4)[CH:20]=[CH:19][C:10]=3[C:11]3[C:17]([CH3:18])=[N:16][O:15][C:12]=3[CH2:13][N:14]=2)=[CH:4][CH:3]=1. (5) Given the reactants Br[C:2]1[CH:3]=[C:4]2[C:8](=[CH:9][CH:10]=1)[N:7]([C:11]1[CH:16]=[CH:15][CH:14]=[CH:13][N:12]=1)[CH:6]=[CH:5]2.[B:17]1([B:17]2[O:21][C:20]([CH3:23])([CH3:22])[C:19]([CH3:25])([CH3:24])[O:18]2)[O:21][C:20]([CH3:23])([CH3:22])[C:19]([CH3:25])([CH3:24])[O:18]1.C([O-])(=O)C.[K+].C(Cl)Cl, predict the reaction product. The product is: [N:12]1[CH:13]=[CH:14][CH:15]=[CH:16][C:11]=1[N:7]1[C:8]2[C:4](=[CH:3][C:2]([B:17]3[O:21][C:20]([CH3:23])([CH3:22])[C:19]([CH3:25])([CH3:24])[O:18]3)=[CH:10][CH:9]=2)[CH:5]=[CH:6]1.